This data is from Forward reaction prediction with 1.9M reactions from USPTO patents (1976-2016). The task is: Predict the product of the given reaction. (1) Given the reactants [F:1][C:2]([F:19])([F:18])[C:3]1[CH:8]=[CH:7][C:6]([C:9]2[C:10]([C:15](Cl)=[O:16])=[CH:11][CH:12]=[CH:13][CH:14]=2)=[CH:5][CH:4]=1.[NH2:20][C:21]1[CH:26]=[CH:25][C:24]([CH:27]([OH:36])[CH2:28][CH2:29][C:30]2[CH:35]=[CH:34][CH:33]=[CH:32][N:31]=2)=[CH:23][CH:22]=1.C/C(/O[Si](C)(C)C)=N\[Si](C)(C)C.O, predict the reaction product. The product is: [OH:36][CH:27]([C:24]1[CH:23]=[CH:22][C:21]([NH:20][C:15]([C:10]2[C:9]([C:6]3[CH:7]=[CH:8][C:3]([C:2]([F:19])([F:18])[F:1])=[CH:4][CH:5]=3)=[CH:14][CH:13]=[CH:12][CH:11]=2)=[O:16])=[CH:26][CH:25]=1)[CH2:28][CH2:29][C:30]1[CH:35]=[CH:34][CH:33]=[CH:32][N:31]=1. (2) Given the reactants [C:1]([C:3]1[CH:8]=[CH:7][C:6]([C:9]2[CH:10]=[N:11][N:12]([C:15]3[CH:23]=[CH:22][C:18]([C:19](O)=[O:20])=[CH:17][N:16]=3)[C:13]=2[OH:14])=[C:5]([CH3:24])[CH:4]=1)#[N:2].[CH3:25][O:26][CH2:27][CH2:28][CH2:29][NH2:30], predict the reaction product. The product is: [C:1]([C:3]1[CH:8]=[CH:7][C:6]([C:9]2[CH:10]=[N:11][N:12]([C:15]3[CH:23]=[CH:22][C:18]([C:19]([NH:30][CH2:29][CH2:28][CH2:27][O:26][CH3:25])=[O:20])=[CH:17][N:16]=3)[C:13]=2[OH:14])=[C:5]([CH3:24])[CH:4]=1)#[N:2]. (3) Given the reactants [N:1]1[CH:6]=[CH:5][N:4]=[CH:3][C:2]=1C(O)=O.P([N:26]=[N+]=[N-])(=O)(OC1C=CC=CC=1)OC1C=CC=CC=1.[CH:29]1([CH:32]2[O:37][CH2:36][CH2:35][N:34]([C:38]3[CH:39]=[CH:40][C:41]4[N:47]5[CH2:48][C@H:44]([CH2:45][CH2:46]5)[NH:43][C:42]=4[N:49]=3)[CH2:33]2)[CH2:31][CH2:30]1.C1[CH2:54][O:53]CC1, predict the reaction product. The product is: [CH:29]1([CH:32]2[CH2:33][N:34]([C:38]3[CH:39]=[CH:40][C:41]4[N:47]5[CH2:48][C@H:44]([CH2:45][CH2:46]5)[N:43]([C:54]([NH:26][C:2]5[CH:3]=[N:4][CH:5]=[CH:6][N:1]=5)=[O:53])[C:42]=4[N:49]=3)[CH2:35][CH2:36][O:37]2)[CH2:30][CH2:31]1.